This data is from NCI-60 drug combinations with 297,098 pairs across 59 cell lines. The task is: Regression. Given two drug SMILES strings and cell line genomic features, predict the synergy score measuring deviation from expected non-interaction effect. (1) Drug 1: CNC(=O)C1=CC=CC=C1SC2=CC3=C(C=C2)C(=NN3)C=CC4=CC=CC=N4. Drug 2: C1=NC(=NC(=O)N1C2C(C(C(O2)CO)O)O)N. Cell line: PC-3. Synergy scores: CSS=7.64, Synergy_ZIP=-0.957, Synergy_Bliss=1.89, Synergy_Loewe=-13.4, Synergy_HSA=-0.391. (2) Drug 1: CCC1=CC2CC(C3=C(CN(C2)C1)C4=CC=CC=C4N3)(C5=C(C=C6C(=C5)C78CCN9C7C(C=CC9)(C(C(C8N6C)(C(=O)OC)O)OC(=O)C)CC)OC)C(=O)OC.C(C(C(=O)O)O)(C(=O)O)O. Drug 2: B(C(CC(C)C)NC(=O)C(CC1=CC=CC=C1)NC(=O)C2=NC=CN=C2)(O)O. Cell line: U251. Synergy scores: CSS=39.2, Synergy_ZIP=-0.816, Synergy_Bliss=-0.771, Synergy_Loewe=4.02, Synergy_HSA=2.40. (3) Drug 1: CCC1=CC2CC(C3=C(CN(C2)C1)C4=CC=CC=C4N3)(C5=C(C=C6C(=C5)C78CCN9C7C(C=CC9)(C(C(C8N6C)(C(=O)OC)O)OC(=O)C)CC)OC)C(=O)OC.C(C(C(=O)O)O)(C(=O)O)O. Drug 2: CC1C(C(CC(O1)OC2CC(CC3=C2C(=C4C(=C3O)C(=O)C5=C(C4=O)C(=CC=C5)OC)O)(C(=O)CO)O)N)O.Cl. Cell line: MCF7. Synergy scores: CSS=41.8, Synergy_ZIP=2.45, Synergy_Bliss=2.52, Synergy_Loewe=1.04, Synergy_HSA=4.35. (4) Drug 1: C1=CN(C(=O)N=C1N)C2C(C(C(O2)CO)O)O.Cl. Drug 2: CS(=O)(=O)OCCCCOS(=O)(=O)C. Cell line: KM12. Synergy scores: CSS=18.9, Synergy_ZIP=-2.71, Synergy_Bliss=7.74, Synergy_Loewe=-11.5, Synergy_HSA=4.57. (5) Drug 1: CC1=C(C(=CC=C1)Cl)NC(=O)C2=CN=C(S2)NC3=CC(=NC(=N3)C)N4CCN(CC4)CCO. Drug 2: CC1C(C(CC(O1)OC2CC(CC3=C2C(=C4C(=C3O)C(=O)C5=C(C4=O)C(=CC=C5)OC)O)(C(=O)CO)O)N)O.Cl. Cell line: PC-3. Synergy scores: CSS=34.7, Synergy_ZIP=-4.33, Synergy_Bliss=0.560, Synergy_Loewe=2.25, Synergy_HSA=3.22. (6) Drug 1: CC1=C(C=C(C=C1)NC2=NC=CC(=N2)N(C)C3=CC4=NN(C(=C4C=C3)C)C)S(=O)(=O)N.Cl. Drug 2: C1CC(=O)NC(=O)C1N2C(=O)C3=CC=CC=C3C2=O. Cell line: HL-60(TB). Synergy scores: CSS=-7.70, Synergy_ZIP=14.8, Synergy_Bliss=5.93, Synergy_Loewe=-15.3, Synergy_HSA=-16.6. (7) Drug 1: CC1=CC=C(C=C1)C2=CC(=NN2C3=CC=C(C=C3)S(=O)(=O)N)C(F)(F)F. Drug 2: C1C(C(OC1N2C=C(C(=O)NC2=O)F)CO)O. Cell line: SW-620. Synergy scores: CSS=18.6, Synergy_ZIP=-0.389, Synergy_Bliss=-1.67, Synergy_Loewe=-16.8, Synergy_HSA=-0.898.